Dataset: Reaction yield outcomes from USPTO patents with 853,638 reactions. Task: Predict the reaction yield, written as a fraction of the theoretical maximum amount of product (1.0 means a 100% yield; for example, 0.34 means a 34% yield). (1) The reactants are [CH3:1][CH:2]([CH3:47])[C@H:3]([NH:42][C:43](=[O:46])[O:44][CH3:45])[C:4]([N:6]1[CH2:10][C@@H:9]([CH3:11])[CH2:8][C@H:7]1[C:12]1[NH:16][C:15]2[C:17]3[C:22]([CH:23]=[CH:24][C:14]=2[N:13]=1)=[CH:21][C:20]1[C:25]2[C:30]([CH2:31][O:32][C:19]=1[CH:18]=3)=[CH:29][C:28](B1OC(C)(C)C(C)(C)O1)=[CH:27][CH:26]=2)=[O:5].Br[C:49]1[NH:53][C:52]([C@@H:54]2[CH2:58][CH2:57][CH2:56][N:55]2[C:59]([O:61][C:62]([CH3:65])([CH3:64])[CH3:63])=[O:60])=[N:51][CH:50]=1.C([O-])([O-])=O.[K+].[K+]. The catalyst is COCCOC.C1C=CC([P]([Pd]([P](C2C=CC=CC=2)(C2C=CC=CC=2)C2C=CC=CC=2)([P](C2C=CC=CC=2)(C2C=CC=CC=2)C2C=CC=CC=2)[P](C2C=CC=CC=2)(C2C=CC=CC=2)C2C=CC=CC=2)(C2C=CC=CC=2)C2C=CC=CC=2)=CC=1.C1C=CC(P(C2C=CC=CC=2)[C-]2C=CC=C2)=CC=1.C1C=CC(P(C2C=CC=CC=2)[C-]2C=CC=C2)=CC=1.Cl[Pd]Cl.[Fe+2]. The product is [CH3:45][O:44][C:43]([NH:42][C@H:3]([C:4]([N:6]1[CH2:10][C@@H:9]([CH3:11])[CH2:8][C@H:7]1[C:12]1[NH:16][C:15]2[C:17]3[C:22]([CH:23]=[CH:24][C:14]=2[N:13]=1)=[CH:21][C:20]1[C:25]2[C:30]([CH2:31][O:32][C:19]=1[CH:18]=3)=[CH:29][C:28]([C:49]1[NH:53][C:52]([C@@H:54]3[CH2:58][CH2:57][CH2:56][N:55]3[C:59]([O:61][C:62]([CH3:65])([CH3:64])[CH3:63])=[O:60])=[N:51][CH:50]=1)=[CH:27][CH:26]=2)=[O:5])[CH:2]([CH3:1])[CH3:47])=[O:46]. The yield is 0.240. (2) The reactants are [C:1]([N:4]1[C:8]2=[N:9][C:10]3[N:11]([CH3:25])[C:12](=[O:24])[N:13]([CH2:17][CH2:18][CH2:19][CH2:20][C@@H:21]([OH:23])[CH3:22])[C:14](=[O:16])[C:15]=3[N:7]2[CH2:6][CH2:5]1)(=[O:3])[CH3:2].[CH3:26][S:27](O[S:27]([CH3:26])(=[O:29])=[O:28])(=[O:29])=[O:28].O. The catalyst is CN(C)C1C=CN=CC=1.ClCCl. The product is [C:1]([N:4]1[C:8]2=[N:9][C:10]3[N:11]([CH3:25])[C:12](=[O:24])[N:13]([CH2:17][CH2:18][CH2:19][CH2:20][C@@H:21]([O:23][S:27]([CH3:26])(=[O:29])=[O:28])[CH3:22])[C:14](=[O:16])[C:15]=3[N:7]2[CH2:6][CH2:5]1)(=[O:3])[CH3:2]. The yield is 1.00.